This data is from Full USPTO retrosynthesis dataset with 1.9M reactions from patents (1976-2016). The task is: Predict the reactants needed to synthesize the given product. Given the product [CH2:1]([N:8]1[C:17]([CH2:18][OH:19])=[C:16]([C:21]2[CH:22]=[CH:23][CH:24]=[CH:25][CH:26]=2)[C:15]2[C:10](=[CH:11][CH:12]=[C:13]([Br:27])[CH:14]=2)[C:9]1=[O:28])[C:2]1[CH:3]=[CH:4][CH:5]=[CH:6][CH:7]=1, predict the reactants needed to synthesize it. The reactants are: [CH2:1]([N:8]1[C:17]([C:18](O)=[O:19])=[C:16]([C:21]2[CH:26]=[CH:25][CH:24]=[CH:23][CH:22]=2)[C:15]2[C:10](=[CH:11][CH:12]=[C:13]([Br:27])[CH:14]=2)[C:9]1=[O:28])[C:2]1[CH:7]=[CH:6][CH:5]=[CH:4][CH:3]=1.C(Cl)(=O)C(Cl)=O.CN(C=O)C.